This data is from NCI-60 drug combinations with 297,098 pairs across 59 cell lines. The task is: Regression. Given two drug SMILES strings and cell line genomic features, predict the synergy score measuring deviation from expected non-interaction effect. Drug 1: CC1C(C(=O)NC(C(=O)N2CCCC2C(=O)N(CC(=O)N(C(C(=O)O1)C(C)C)C)C)C(C)C)NC(=O)C3=C4C(=C(C=C3)C)OC5=C(C(=O)C(=C(C5=N4)C(=O)NC6C(OC(=O)C(N(C(=O)CN(C(=O)C7CCCN7C(=O)C(NC6=O)C(C)C)C)C)C(C)C)C)N)C. Drug 2: CN(CCCl)CCCl.Cl. Cell line: NCIH23. Synergy scores: CSS=34.5, Synergy_ZIP=-11.5, Synergy_Bliss=-4.80, Synergy_Loewe=-6.92, Synergy_HSA=-3.16.